Dataset: Forward reaction prediction with 1.9M reactions from USPTO patents (1976-2016). Task: Predict the product of the given reaction. (1) Given the reactants C[OH:2].O.[Si]([O:11][CH2:12][CH2:13][O:14][C:15]1[C:16]([F:50])=[C:17]([CH:23]([NH:37][C:38]2[CH:43]=[CH:42][C:41]([C:44]3[N:48]=[C:47]([CH3:49])[O:46][N:45]=3)=[CH:40][CH:39]=2)[C:24]2[NH:28][C:27](=[O:29])[N:26]([C:30]3[C:31](=[O:36])[NH:32][CH:33]=[CH:34][N:35]=3)[N:25]=2)[CH:18]=[C:19]([O:21][CH3:22])[CH:20]=1)(C(C)(C)C)(C)C, predict the reaction product. The product is: [C:47]([OH:2])(=[O:46])[CH3:49].[F:50][C:16]1[C:15]([O:14][CH2:13][CH2:12][OH:11])=[CH:20][C:19]([O:21][CH3:22])=[CH:18][C:17]=1[CH:23]([NH:37][C:38]1[CH:43]=[CH:42][C:41]([C:44]([NH2:48])=[NH:45])=[CH:40][CH:39]=1)[C:24]1[NH:28][C:27](=[O:29])[N:26]([C:30]2[C:31](=[O:36])[NH:32][CH:33]=[CH:34][N:35]=2)[N:25]=1. (2) Given the reactants I[C:2]1[C:3]([NH2:12])=[N:4][CH:5]=[C:6]([C:8]([F:11])([F:10])[F:9])[CH:7]=1.[NH:13]1[CH:17]=[N:16][CH:15]=[N:14]1.N1C2C(=CC=CC=2O)C=CC=1.C(=O)([O-])[O-].[K+].[K+], predict the reaction product. The product is: [N:13]1([C:2]2[C:3]([NH2:12])=[N:4][CH:5]=[C:6]([C:8]([F:11])([F:10])[F:9])[CH:7]=2)[CH:17]=[N:16][CH:15]=[N:14]1. (3) The product is: [Cl:32][C:33]1[CH:38]=[CH:37][C:36]([S:39]([N:42]([CH2:43][C:44]2[CH:49]=[CH:48][C:47]([C:50]#[N:51])=[CH:46][CH:45]=2)[CH2:53][C:54]2[N:55]=[CH:56][C:57]3[C:62]([CH:63]=2)=[CH:61][CH:60]=[CH:59][CH:58]=3)(=[O:40])=[O:41])=[CH:35][CH:34]=1. Given the reactants COC1C=C(C=CC=1)CN(CC1C=CC(C(OC)=O)=CC=1)S(C1C=CC(Cl)=CC=1)(=O)=O.[Cl:32][C:33]1[CH:38]=[CH:37][C:36]([S:39]([NH:42][CH2:43][C:44]2[CH:49]=[CH:48][C:47]([C:50]#[N:51])=[CH:46][CH:45]=2)(=[O:41])=[O:40])=[CH:35][CH:34]=1.Br[CH2:53][C:54]1[N:55]=[CH:56][C:57]2[C:62]([CH:63]=1)=[CH:61][CH:60]=[CH:59][CH:58]=2, predict the reaction product. (4) Given the reactants [CH2:1]([O:8][C:9]([N:11]1[CH2:15][CH:14]=[CH:13][CH2:12]1)=[O:10])[C:2]1[CH:7]=[CH:6][CH:5]=[CH:4][CH:3]=1.ClC1C=C(C=CC=1)C(OO)=[O:21], predict the reaction product. The product is: [CH2:1]([O:8][C:9]([N:11]1[CH2:15][CH:14]2[CH:13]([O:21]2)[CH2:12]1)=[O:10])[C:2]1[CH:3]=[CH:4][CH:5]=[CH:6][CH:7]=1. (5) Given the reactants C(OCC)(=O)C.Cl.[Cl:8][C:9]1[CH:14]=[CH:13][C:12]([C:15]2[CH:20]=[CH:19][C:18]([C:21]([NH:23][C:24]3[CH:43]=[CH:42][C:27]([CH2:28][CH:29]4[CH2:34][CH2:33][CH2:32][N:31](C(OC(C)(C)C)=O)[CH2:30]4)=[CH:26][CH:25]=3)=[O:22])=[CH:17][CH:16]=2)=[CH:11][CH:10]=1, predict the reaction product. The product is: [ClH:8].[Cl:8][C:9]1[CH:10]=[CH:11][C:12]([C:15]2[CH:16]=[CH:17][C:18]([C:21]([NH:23][C:24]3[CH:43]=[CH:42][C:27]([CH2:28][CH:29]4[CH2:34][CH2:33][CH2:32][NH:31][CH2:30]4)=[CH:26][CH:25]=3)=[O:22])=[CH:19][CH:20]=2)=[CH:13][CH:14]=1. (6) Given the reactants C1(C[O:5][C:6]2[CH:7]=[CH:8][C:9]([CH3:38])=[C:10]([C:12]([N:14]3[CH2:19][CH2:18][CH:17]([N:20]4[C:24](=[O:25])[C:23]([CH3:27])([CH3:26])[C:22]([C:28]5[CH:33]=[CH:32][C:31]([O:34][CH3:35])=[C:30]([O:36][CH3:37])[CH:29]=5)=[N:21]4)[CH2:16][CH2:15]3)=[O:13])[CH:11]=2)CC1.Br[CH2:40][C:41]1[C:46]([Cl:47])=[CH:45][CH:44]=[CH:43][C:42]=1[Cl:48].COC1C=C(C2C(C)(C)C(=O)N(C3CCN(S(C4C=C(OC)C=CC=4OC)(=O)=O)CC3)N=2)C=CC=1OC.[OH-].[Na+], predict the reaction product. The product is: [Cl:48][C:42]1[CH:43]=[CH:44][CH:45]=[C:46]([Cl:47])[C:41]=1[CH2:40][O:5][C:6]1[CH:7]=[CH:8][C:9]([CH3:38])=[C:10]([C:12]([N:14]2[CH2:19][CH2:18][CH:17]([N:20]3[C:24](=[O:25])[C:23]([CH3:26])([CH3:27])[C:22]([C:28]4[CH:33]=[CH:32][C:31]([O:34][CH3:35])=[C:30]([O:36][CH3:37])[CH:29]=4)=[N:21]3)[CH2:16][CH2:15]2)=[O:13])[CH:11]=1. (7) Given the reactants Cl.Cl.[NH:3]1[CH2:8][CH2:7][CH:6](/[CH:9]=[C:10]2/[C:11]([NH:16][CH2:17][C:18]#[CH:19])=[N:12][C:13](=[O:15])[S:14]/2)[CH2:5][CH2:4]1.C(=O)([O-])[O-].[K+].[K+].[Cl:26][C:27]1[CH:32]=[CH:31][C:30]([CH2:33]Cl)=[CH:29][CH:28]=1.O, predict the reaction product. The product is: [Cl:26][C:27]1[CH:32]=[CH:31][C:30]([CH2:33][N:3]2[CH2:8][CH2:7][CH:6](/[CH:9]=[C:10]3/[C:11]([NH:16][CH2:17][C:18]#[CH:19])=[N:12][C:13](=[O:15])[S:14]/3)[CH2:5][CH2:4]2)=[CH:29][CH:28]=1. (8) Given the reactants [OH:1][CH2:2][CH2:3][O:4][C:5]1[CH:10]=[CH:9][C:8]([CH:11]2[CH2:16][CH2:15][N:14]([C:17]([O:19][C:20]([CH3:23])([CH3:22])[CH3:21])=[O:18])[CH2:13][CH:12]2[O:24][CH2:25][C:26]2[CH:35]=[C:34]([OH:36])[C:33]3[C:28](=[CH:29][CH:30]=[CH:31][CH:32]=3)[CH:27]=2)=[CH:7][CH:6]=1.[CH2:37](Br)[C:38]1[CH:43]=[CH:42][CH:41]=[CH:40][CH:39]=1, predict the reaction product. The product is: [CH2:37]([O:1][CH2:2][CH2:3][O:4][C:5]1[CH:10]=[CH:9][C:8]([CH:11]2[CH2:16][CH2:15][N:14]([C:17]([O:19][C:20]([CH3:21])([CH3:22])[CH3:23])=[O:18])[CH2:13][CH:12]2[O:24][CH2:25][C:26]2[CH:35]=[C:34]([O:36][CH2:11][C:8]3[CH:9]=[CH:10][CH:5]=[CH:6][CH:7]=3)[C:33]3[C:28](=[CH:29][CH:30]=[CH:31][CH:32]=3)[CH:27]=2)=[CH:7][CH:6]=1)[C:38]1[CH:43]=[CH:42][CH:41]=[CH:40][CH:39]=1. (9) Given the reactants O1CCCCC1[N:7]1[C:15]2[C:10](=[CH:11][C:12]([CH:16]([NH2:18])[CH3:17])=[CH:13][CH:14]=2)[CH:9]=[N:8]1.[F:19][C:20]([F:35])([F:34])[C:21]1[CH:33]=[CH:32][C:24]2[O:25][C@@H:26]([C:29](O)=[O:30])[CH2:27][O:28][C:23]=2[CH:22]=1.C(N(CC)C(C)C)(C)C.F[P-](F)(F)(F)(F)F.C[N+](C)=C(N(C)C)ON1C2N=CC=CC=2N=N1.C([O-])(O)=O.[Na+], predict the reaction product. The product is: [NH:7]1[C:15]2[C:10](=[CH:11][C:12]([CH:16]([NH:18][C:29]([C@@H:26]3[O:25][C:24]4[CH:32]=[CH:33][C:21]([C:20]([F:35])([F:19])[F:34])=[CH:22][C:23]=4[O:28][CH2:27]3)=[O:30])[CH3:17])=[CH:13][CH:14]=2)[CH:9]=[N:8]1.